This data is from Forward reaction prediction with 1.9M reactions from USPTO patents (1976-2016). The task is: Predict the product of the given reaction. (1) Given the reactants [CH2:1]([C:3]1[CH:4]=[C:5]([OH:15])[N:6]([C:8]2[CH:13]=[CH:12][CH:11]=[C:10]([CH3:14])[N:9]=2)[N:7]=1)[CH3:2].C(N(CC)CC)C.[F:23][C:24]([F:37])([F:36])[S:25](O[S:25]([C:24]([F:37])([F:36])[F:23])(=[O:27])=[O:26])(=[O:27])=[O:26], predict the reaction product. The product is: [CH2:1]([C:3]1[CH:4]=[C:5]([O:15][S:25]([C:24]([F:37])([F:36])[F:23])(=[O:27])=[O:26])[N:6]([C:8]2[CH:13]=[CH:12][CH:11]=[C:10]([CH3:14])[N:9]=2)[N:7]=1)[CH3:2]. (2) Given the reactants [CH2:1]([O:3][C:4]([C:6]1[C:7]2[CH:8]=[CH:9][N:10](C(=O)C)[C:11]=2[CH:12]=[C:13]([OH:15])[CH:14]=1)=[O:5])[CH3:2].[C:19]1([CH:25]2[CH2:27][CH:26]2[CH2:28]OS(C)(=O)=O)[CH:24]=[CH:23][CH:22]=[CH:21][CH:20]=1.C(=O)([O-])[O-].[K+].[K+], predict the reaction product. The product is: [CH2:1]([O:3][C:4]([C:6]1[C:7]2[CH:8]=[CH:9][NH:10][C:11]=2[CH:12]=[C:13]([O:15][CH2:28][CH:26]2[CH2:27][CH:25]2[C:19]2[CH:24]=[CH:23][CH:22]=[CH:21][CH:20]=2)[CH:14]=1)=[O:5])[CH3:2]. (3) The product is: [ClH:1].[NH2:15][C@H:11]1[CH2:12][CH2:13][CH2:14][C@@H:10]1[NH:9][C:7](=[O:8])[C:6]1[CH:23]=[C:2]([Cl:1])[CH:3]=[CH:4][C:5]=1[N:24]1[N:25]=[CH:26][CH:27]=[N:28]1. Given the reactants [Cl:1][C:2]1[CH:3]=[CH:4][C:5]([N:24]2[N:28]=[CH:27][CH:26]=[N:25]2)=[C:6]([CH:23]=1)[C:7]([NH:9][C@H:10]1[CH2:14][CH2:13][CH2:12][C@@H:11]1[NH:15]C(=O)OC(C)(C)C)=[O:8].Cl, predict the reaction product.